From a dataset of Catalyst prediction with 721,799 reactions and 888 catalyst types from USPTO. Predict which catalyst facilitates the given reaction. (1) Reactant: [C:1]([C:3]1[N:7]2[CH:8]=[CH:9][CH:10]=[CH:11][C:6]2=[N:5][CH:4]=1)#[CH:2].[CH3:12][N:13]([CH2:15][C:16]1[N:17]([C:21]2[CH:22]=[C:23]([NH:31][C:32](=[O:51])[C:33]3[CH:38]=[CH:37][C:36]([CH3:39])=[C:35](C#CC4N5C=CN=CC5=NC=4)[CH:34]=3)[CH:24]=[C:25]([C:27]([F:30])([F:29])[F:28])[CH:26]=2)[CH:18]=[CH:19][N:20]=1)[CH3:14].CCN(C(C)C)C(C)C. Product: [CH3:14][N:13]([CH2:15][C:16]1[N:17]([C:21]2[CH:22]=[C:23]([NH:31][C:32](=[O:51])[C:33]3[CH:34]=[CH:35][C:36]([CH3:39])=[C:37]([C:2]#[C:1][C:3]4[N:7]5[CH:8]=[CH:9][CH:10]=[CH:11][C:6]5=[N:5][CH:4]=4)[CH:38]=3)[CH:24]=[C:25]([C:27]([F:28])([F:29])[F:30])[CH:26]=2)[CH:18]=[CH:19][N:20]=1)[CH3:12]. The catalyst class is: 128. (2) Reactant: [CH3:1][O:2][C:3]1[CH:27]=[CH:26][C:6]([CH2:7][N:8]2[C:12]3[N:13]=[CH:14][C:15]4[CH2:16][CH:17]([C:21]([O:23]CC)=[O:22])[CH2:18][CH2:19][C:20]=4[C:11]=3[CH:10]=[N:9]2)=[CH:5][CH:4]=1.[OH-].[Li+]. Product: [CH3:1][O:2][C:3]1[CH:4]=[CH:5][C:6]([CH2:7][N:8]2[C:12]3[N:13]=[CH:14][C:15]4[CH2:16][CH:17]([C:21]([OH:23])=[O:22])[CH2:18][CH2:19][C:20]=4[C:11]=3[CH:10]=[N:9]2)=[CH:26][CH:27]=1. The catalyst class is: 193. (3) Reactant: [CH2:1]([C:8]1[C:13](=[O:14])[N:12]2[CH2:15][CH2:16][CH2:17][CH2:18][C:11]2=[N:10][C:9]=1[CH:19]([NH:22][CH2:23][CH2:24][N:25]([CH3:27])[CH3:26])[CH2:20][CH3:21])[C:2]1[CH:7]=[CH:6][CH:5]=[CH:4][CH:3]=1.C(=O)([O-])[O-].[K+].[K+].[Cl:34][C:35]1[CH:43]=[CH:42][C:38]([C:39](Cl)=[O:40])=[CH:37][CH:36]=1. Product: [Cl:34][C:35]1[CH:43]=[CH:42][C:38]([C:39]([N:22]([CH:19]([C:9]2[N:10]=[C:11]3[CH2:18][CH2:17][CH2:16][CH2:15][N:12]3[C:13](=[O:14])[C:8]=2[CH2:1][C:2]2[CH:7]=[CH:6][CH:5]=[CH:4][CH:3]=2)[CH2:20][CH3:21])[CH2:23][CH2:24][N:25]([CH3:27])[CH3:26])=[O:40])=[CH:37][CH:36]=1. The catalyst class is: 2.